Dataset: Forward reaction prediction with 1.9M reactions from USPTO patents (1976-2016). Task: Predict the product of the given reaction. The product is: [Cl:1][C:2]1[N:7]=[C:6]([NH:10][C:11]2[CH:12]=[C:13]([NH:17][C:18](=[O:24])[O:19][C:20]([CH3:22])([CH3:21])[CH3:23])[CH:14]=[CH:15][CH:16]=2)[C:5]([F:9])=[CH:4][N:3]=1. Given the reactants [Cl:1][C:2]1[N:7]=[C:6](Cl)[C:5]([F:9])=[CH:4][N:3]=1.[NH2:10][C:11]1[CH:12]=[C:13]([NH:17][C:18](=[O:24])[O:19][C:20]([CH3:23])([CH3:22])[CH3:21])[CH:14]=[CH:15][CH:16]=1.CCN(C(C)C)C(C)C, predict the reaction product.